Dataset: Full USPTO retrosynthesis dataset with 1.9M reactions from patents (1976-2016). Task: Predict the reactants needed to synthesize the given product. (1) Given the product [C:12]([C:10]1[N:11]=[C:6]([C:4]([NH:26][CH2:27][C:28]([OH:30])=[O:29])=[O:5])[C:7]([OH:25])=[C:8]2[CH:16]=[CH:15][N:14]([CH2:17][C:18]3[CH:23]=[CH:22][CH:21]=[CH:20][C:19]=3[F:24])[C:9]=12)#[N:13], predict the reactants needed to synthesize it. The reactants are: C(O[C:4]([C:6]1[C:7]([OH:25])=[C:8]2[CH:16]=[CH:15][N:14]([CH2:17][C:18]3[CH:23]=[CH:22][CH:21]=[CH:20][C:19]=3[F:24])[C:9]2=[C:10]([C:12]#[N:13])[N:11]=1)=[O:5])C.[NH2:26][CH2:27][C:28]([OH:30])=[O:29].C[O-].[Na+].CO. (2) Given the product [CH2:39]([O:76][C:78]([C:2]1[N:10]=[C:9]([CH3:11])[N:8]=[C:7]2[C:3]=1[NH:4][C:5](=[O:35])[N:6]2[C:12]1[CH:17]=[C:16]([O:18][CH2:19][C:20]2[C:25]([O:26][CH3:27])=[CH:24][CH:23]=[C:22]([F:28])[C:21]=2[F:29])[C:15]([O:30][CH2:31][CH2:32][OH:33])=[CH:14][C:13]=1[Cl:34])=[O:82])[CH2:38][CH2:37][CH3:36], predict the reactants needed to synthesize it. The reactants are: Cl[C:2]1[N:10]=[C:9]([CH3:11])[N:8]=[C:7]2[C:3]=1[NH:4][C:5](=[O:35])[N:6]2[C:12]1[CH:17]=[C:16]([O:18][CH2:19][C:20]2[C:25]([O:26][CH3:27])=[CH:24][CH:23]=[C:22]([F:28])[C:21]=2[F:29])[C:15]([O:30][CH2:31][CH2:32][OH:33])=[CH:14][C:13]=1[Cl:34].[C:36]1(P([C:37]2[CH:36]=CC=[CH:39][CH:38]=2)CCCP([C:37]2[CH:36]=CC=[CH:39][CH:38]=2)[C:37]2[CH:36]=CC=[CH:39][CH:38]=2)C=C[CH:39]=[CH:38][CH:37]=1.C(N(CC)C(C)C)(C)C.CS(C)=[O:76].[CH2:78]([OH:82])CCC. (3) Given the product [CH3:1][N:2]([CH2:13][C:14]1[N:15]=[C:16]2[CH:21]=[CH:20][CH:19]=[CH:18][N:17]2[C:22]=1[C:23]([OH:25])=[O:24])[CH:3]1[C:12]2[N:11]=[CH:10][CH:9]=[CH:8][C:7]=2[CH2:6][CH2:5][CH2:4]1, predict the reactants needed to synthesize it. The reactants are: [CH3:1][N:2]([CH2:13][C:14]1[N:15]=[C:16]2[CH:21]=[CH:20][CH:19]=[CH:18][N:17]2[C:22]=1[C:23]([O:25]CC)=[O:24])[CH:3]1[C:12]2[N:11]=[CH:10][CH:9]=[CH:8][C:7]=2[CH2:6][CH2:5][CH2:4]1.[OH-].[Na+]. (4) Given the product [CH:4]1([C@@H:7]2[O:12][CH2:13][C:14]3=[N:15][O:16][C@@H:10]([CH3:11])[C@@H:9]3[CH2:8]2)[CH2:6][CH2:5]1, predict the reactants needed to synthesize it. The reactants are: Cl[O-].[Na+].[CH:4]1([C@H:7]([O:12][CH2:13][CH:14]=[N:15][OH:16])[CH2:8]/[CH:9]=[CH:10]/[CH3:11])[CH2:6][CH2:5]1.C(N(CC)CC)C. (5) Given the product [F:1][C:2]1[C:3]([NH:24][C:25]2[CH:30]=[CH:29][C:28]([C:47]#[C:46][Si:43]([CH3:45])([CH3:44])[CH3:42])=[CH:27][C:26]=2[F:32])=[C:4]([CH:12]=[C:13](/[CH:16]=[N:17]/[O:18][CH2:19][C:20]([OH:23])([CH3:22])[CH3:21])[C:14]=1[F:15])[C:5]([NH:7][O:8][CH2:9][CH2:10][OH:11])=[O:6], predict the reactants needed to synthesize it. The reactants are: [F:1][C:2]1[C:3]([NH:24][C:25]2[CH:30]=[CH:29][C:28](I)=[CH:27][C:26]=2[F:32])=[C:4]([CH:12]=[C:13]([CH:16]=[N:17][O:18][CH2:19][C:20]([OH:23])([CH3:22])[CH3:21])[C:14]=1[F:15])[C:5]([NH:7][O:8][CH2:9][CH2:10][OH:11])=[O:6].C(N(CC)C(C)C)(C)C.[CH3:42][Si:43]([C:46]#[CH:47])([CH3:45])[CH3:44]. (6) Given the product [CH3:26][C:21]1([CH:22]=[CH:4][CH:3]=[CH:2][CH2:23]1)[CH2:24][N:25]1[C:37]2[C:32](=[CH:33][CH:34]=[CH:35][CH:36]=2)[CH2:31][CH2:30]1, predict the reactants needed to synthesize it. The reactants are: [SnH](CCCC)(CCCC)[CH2:2][CH2:3][CH2:4]C.[CH3:22][C:21](N=N[C:21]([C:24]#[N:25])([CH3:23])[CH3:22])([C:24]#[N:25])[CH3:23].[CH2:26](Cl)Cl.N1[C:37]2[C:32](=[CH:33][CH:34]=[CH:35][CH:36]=2)[CH2:31][CH2:30]1. (7) Given the product [C:16]([C:14]1[CH:15]=[C:10]2[N:9]=[C:8]([CH:47]([OH:48])[C:31]3[C:30]([CH2:28][CH3:29])=[CH:38][C:37]([CH3:39])=[C:36]4[C:32]=3[CH:33]=[CH:34][N:35]4[C:40]([O:42][C:43]([CH3:46])([CH3:45])[CH3:44])=[O:41])[N:7]([CH2:6][O:5][CH2:4][CH2:3][Si:2]([CH3:19])([CH3:18])[CH3:1])[C:11]2=[N:12][CH:13]=1)#[N:17], predict the reactants needed to synthesize it. The reactants are: [CH3:1][Si:2]([CH3:19])([CH3:18])[CH2:3][CH2:4][O:5][CH2:6][N:7]1[C:11]2=[N:12][CH:13]=[C:14]([C:16]#[N:17])[CH:15]=[C:10]2[N:9]=[CH:8]1.[Li+].CC([N-]C(C)C)C.[CH2:28]([C:30]1[C:31]([CH:47]=[O:48])=[C:32]2[C:36](=[C:37]([CH3:39])[CH:38]=1)[N:35]([C:40]([O:42][C:43]([CH3:46])([CH3:45])[CH3:44])=[O:41])[CH:34]=[CH:33]2)[CH3:29].